From a dataset of NCI-60 drug combinations with 297,098 pairs across 59 cell lines. Regression. Given two drug SMILES strings and cell line genomic features, predict the synergy score measuring deviation from expected non-interaction effect. (1) Drug 1: C1=CN(C=N1)CC(O)(P(=O)(O)O)P(=O)(O)O. Drug 2: CC(C)CN1C=NC2=C1C3=CC=CC=C3N=C2N. Cell line: OVCAR-8. Synergy scores: CSS=4.14, Synergy_ZIP=5.17, Synergy_Bliss=0.679, Synergy_Loewe=0.378, Synergy_HSA=0.0101. (2) Drug 1: CC1=CC2C(CCC3(C2CCC3(C(=O)C)OC(=O)C)C)C4(C1=CC(=O)CC4)C. Drug 2: C1=CC=C(C=C1)NC(=O)CCCCCCC(=O)NO. Cell line: OVCAR-8. Synergy scores: CSS=34.5, Synergy_ZIP=-4.54, Synergy_Bliss=1.69, Synergy_Loewe=-59.1, Synergy_HSA=0.768.